From a dataset of Full USPTO retrosynthesis dataset with 1.9M reactions from patents (1976-2016). Predict the reactants needed to synthesize the given product. (1) The reactants are: [N:1]1([C:7]2[CH:12]=[CH:11][C:10]([N+:13]([O-])=O)=[CH:9][C:8]=2[CH2:16][OH:17])[CH2:6][CH2:5][O:4][CH2:3][CH2:2]1.C([O-])=O.[NH4+]. Given the product [NH2:13][C:10]1[CH:11]=[CH:12][C:7]([N:1]2[CH2:6][CH2:5][O:4][CH2:3][CH2:2]2)=[C:8]([CH2:16][OH:17])[CH:9]=1, predict the reactants needed to synthesize it. (2) Given the product [N:1]1[CH:2]=[CH:3][C:4]([C:7]2[S:11][C:10]([C:12]([NH:23][CH2:22][CH2:21][C:17]3[CH:16]=[N:15][CH:20]=[CH:19][CH:18]=3)=[O:14])=[CH:9][CH:8]=2)=[CH:5][CH:6]=1, predict the reactants needed to synthesize it. The reactants are: [N:1]1[CH:6]=[CH:5][C:4]([C:7]2[S:11][C:10]([C:12]([OH:14])=O)=[CH:9][CH:8]=2)=[CH:3][CH:2]=1.[N:15]1[CH:20]=[CH:19][CH:18]=[C:17]([CH2:21][CH2:22][NH2:23])[CH:16]=1. (3) Given the product [CH:10]1(/[CH:17]=[CH:16]/[C:18]2[CH:23]=[CH:22][CH:21]=[CH:20][CH:19]=2)[CH2:15][CH2:14][CH2:13][CH2:12][CH2:11]1, predict the reactants needed to synthesize it. The reactants are: [O-]P([O-])([O-])=O.[K+].[K+].[K+].Br[C:10]1[CH:15]=[CH:14][CH:13]=[CH:12][CH:11]=1.[CH:16]([CH:18]1[CH2:23][CH2:22][CH2:21][CH2:20][CH2:19]1)=[CH2:17]. (4) Given the product [Cl:1][C:2]1[CH:10]=[CH:9][C:5]([CH2:6][OH:7])=[C:4]([CH2:11][N:12]2[N:16]=[N:15][C:14]([CH3:17])=[N:13]2)[CH:3]=1, predict the reactants needed to synthesize it. The reactants are: [Cl:1][C:2]1[CH:10]=[CH:9][C:5]([C:6](O)=[O:7])=[C:4]([CH2:11][N:12]2[N:16]=[N:15][C:14]([CH3:17])=[N:13]2)[CH:3]=1.O1CCCC1.B. (5) The reactants are: [Cl:1][C:2]1[CH:3]=[C:4]([CH:23]=[CH:24][C:25]=1[Cl:26])[CH2:5][N:6]1[C:18](=[O:19])[C:17]2[C:8](=[C:9]([OH:21])[C:10]3[N:11]=[CH:12][CH:13]=[N:14][C:15]=3[C:16]=2[OH:20])[C:7]1=[O:22].[CH3:27][C:28]([CH3:33])([CH3:32])[C:29](O)=[O:30].CN(C(ON1N=NC2C=CC=CC1=2)=[N+](C)C)C.[B-](F)(F)(F)F.C(N(CC)CC)C. Given the product [Cl:1][C:2]1[CH:3]=[C:4]([CH:23]=[CH:24][C:25]=1[Cl:26])[CH2:5][N:6]1[C:7](=[O:22])[C:8]2[C:17](=[C:16]([OH:20])[C:15]3[N:14]=[CH:13][CH:12]=[N:11][C:10]=3[C:9]=2[O:21][C:29](=[O:30])[C:28]([CH3:33])([CH3:32])[CH3:27])[C:18]1=[O:19], predict the reactants needed to synthesize it. (6) Given the product [C:1]([O:5][C:6](=[O:28])[NH:7][C:8]1([CH2:16][CH2:17][C:18]2[CH:23]=[CH:22][C:21]([O:24][CH2:36][CH2:37][CH2:38][CH2:39][CH2:40][CH2:41][CH2:42][CH3:43])=[C:20]([CH:25]([F:27])[F:26])[CH:19]=2)[CH2:13][O:12][C:11]([CH3:15])([CH3:14])[O:10][CH2:9]1)([CH3:2])([CH3:3])[CH3:4], predict the reactants needed to synthesize it. The reactants are: [C:1]([O:5][C:6](=[O:28])[NH:7][C:8]1([CH2:16][CH2:17][C:18]2[CH:23]=[CH:22][C:21]([OH:24])=[C:20]([CH:25]([F:27])[F:26])[CH:19]=2)[CH2:13][O:12][C:11]([CH3:15])([CH3:14])[O:10][CH2:9]1)([CH3:4])([CH3:3])[CH3:2].C(=O)([O-])[O-].[K+].[K+].Br[CH2:36][CH2:37][CH2:38][CH2:39][CH2:40][CH2:41][CH2:42][CH3:43].O.